From a dataset of Full USPTO retrosynthesis dataset with 1.9M reactions from patents (1976-2016). Predict the reactants needed to synthesize the given product. (1) Given the product [Br:35][C:5]1[CH:6]=[C:7]([C:9]([F:10])([F:11])[F:12])[CH:8]=[C:3]([C:2]([F:14])([F:15])[F:1])[C:4]=1[CH3:13], predict the reactants needed to synthesize it. The reactants are: [F:1][C:2]([F:15])([F:14])[C:3]1[CH:8]=[C:7]([C:9]([F:12])([F:11])[F:10])[CH:6]=[CH:5][C:4]=1[CH3:13].C(O)(C(F)(F)F)=O.OS(O)(=O)=O.C1C(=O)N([Br:35])C(=O)C1. (2) Given the product [CH2:31]([C:29]1[S:28][C:24]2[N:25]=[CH:26][N:27]=[C:22]([N:19]3[CH2:20][CH2:21][N:16]([C:14]([CH:9]4[CH2:10][CH2:11][CH2:12][CH2:13][NH:8]4)=[O:15])[CH2:17][CH2:18]3)[C:23]=2[CH:30]=1)[CH3:32], predict the reactants needed to synthesize it. The reactants are: C(OC([N:8]1[CH2:13][CH2:12][CH2:11][CH2:10][CH:9]1[C:14]([N:16]1[CH2:21][CH2:20][N:19]([C:22]2[C:23]3[CH:30]=[C:29]([CH2:31][CH3:32])[S:28][C:24]=3[N:25]=[CH:26][N:27]=2)[CH2:18][CH2:17]1)=[O:15])=O)(C)(C)C.Cl.